From a dataset of NCI-60 drug combinations with 297,098 pairs across 59 cell lines. Regression. Given two drug SMILES strings and cell line genomic features, predict the synergy score measuring deviation from expected non-interaction effect. (1) Drug 1: CC1=C2C(C(=O)C3(C(CC4C(C3C(C(C2(C)C)(CC1OC(=O)C(C(C5=CC=CC=C5)NC(=O)OC(C)(C)C)O)O)OC(=O)C6=CC=CC=C6)(CO4)OC(=O)C)O)C)O. Drug 2: CC1C(C(CC(O1)OC2CC(CC3=C2C(=C4C(=C3O)C(=O)C5=CC=CC=C5C4=O)O)(C(=O)C)O)N)O. Cell line: SR. Synergy scores: CSS=49.2, Synergy_ZIP=-2.84, Synergy_Bliss=-3.93, Synergy_Loewe=0.151, Synergy_HSA=1.81. (2) Drug 1: CC1=C(C=C(C=C1)NC2=NC=CC(=N2)N(C)C3=CC4=NN(C(=C4C=C3)C)C)S(=O)(=O)N.Cl. Drug 2: CN(C)N=NC1=C(NC=N1)C(=O)N. Cell line: HS 578T. Synergy scores: CSS=5.07, Synergy_ZIP=1.22, Synergy_Bliss=4.01, Synergy_Loewe=-1.07, Synergy_HSA=0.628. (3) Synergy scores: CSS=40.5, Synergy_ZIP=-4.71, Synergy_Bliss=0.923, Synergy_Loewe=-1.26, Synergy_HSA=3.42. Drug 1: CC1C(C(CC(O1)OC2CC(CC3=C2C(=C4C(=C3O)C(=O)C5=C(C4=O)C(=CC=C5)OC)O)(C(=O)CO)O)N)O.Cl. Drug 2: C(CCl)NC(=O)N(CCCl)N=O. Cell line: NCI-H522. (4) Drug 1: CC12CCC3C(C1CCC2=O)CC(=C)C4=CC(=O)C=CC34C. Drug 2: N.N.Cl[Pt+2]Cl. Cell line: SK-OV-3. Synergy scores: CSS=27.7, Synergy_ZIP=0.154, Synergy_Bliss=-3.54, Synergy_Loewe=-2.43, Synergy_HSA=-2.86.